Dataset: Full USPTO retrosynthesis dataset with 1.9M reactions from patents (1976-2016). Task: Predict the reactants needed to synthesize the given product. (1) Given the product [F:25][C:23]1[CH:22]=[CH:21][C:3]([O:4][CH2:5][C:6]([N:8]([CH:18]([CH3:20])[CH3:19])[NH:9][C:10](=[O:17])[C:11]2[CH:16]=[CH:15][CH:14]=[CH:13][CH:12]=2)=[O:7])=[C:2]([C:36]2[CH:37]=[CH:38][CH:39]=[CH:40][C:35]=2[CH:32]([CH3:34])[CH3:33])[CH:24]=1, predict the reactants needed to synthesize it. The reactants are: Br[C:2]1[CH:24]=[C:23]([F:25])[CH:22]=[CH:21][C:3]=1[O:4][CH2:5][C:6]([N:8]([CH:18]([CH3:20])[CH3:19])[NH:9][C:10](=[O:17])[C:11]1[CH:16]=[CH:15][CH:14]=[CH:13][CH:12]=1)=[O:7].C([O-])([O-])=O.[Na+].[Na+].[CH:32]([C:35]1[CH:40]=[CH:39][CH:38]=[CH:37][C:36]=1B(O)O)([CH3:34])[CH3:33]. (2) Given the product [F:63][C:2]1([F:1])[C@H:6]([OH:7])[C@@H:5]([C@H:29]([CH2:31][CH2:32][CH3:33])[OH:30])[O:4][C@H:3]1[N:34]1[CH:62]=[CH:61][C:38]([NH2:39])=[N:37][C:35]1=[O:36], predict the reactants needed to synthesize it. The reactants are: [F:1][C:2]1([F:63])[C@H:6]([O:7]C(C2C=CC=CC=2)(C2C=CC=CC=2)C2C=CC(OC)=CC=2)[C@@H:5]([CH:29]([CH2:31][CH2:32][CH3:33])[OH:30])[O:4][C@H:3]1[N:34]1[CH:62]=[CH:61][C:38]([NH:39]C(C2C=CC=CC=2)(C2C=CC=CC=2)C2C=CC(OC)=CC=2)=[N:37][C:35]1=[O:36]. (3) Given the product [Cl:28][C:4]1[C:5]([CH:8]2[CH2:13][C:12]([CH3:27])([S:14]([C:17]3[CH:22]=[CH:21][CH:20]=[C:19]([C:23]([F:26])([F:25])[F:24])[CH:18]=3)(=[O:16])=[O:15])[CH2:11][CH2:10][O:9]2)=[N:6][CH:7]=[C:2]([CH:29]2[CH2:31][CH2:30]2)[CH:3]=1, predict the reactants needed to synthesize it. The reactants are: Br[C:2]1[CH:3]=[C:4]([Cl:28])[C:5]([CH:8]2[CH2:13][C:12]([CH3:27])([S:14]([C:17]3[CH:22]=[CH:21][CH:20]=[C:19]([C:23]([F:26])([F:25])[F:24])[CH:18]=3)(=[O:16])=[O:15])[CH2:11][CH2:10][O:9]2)=[N:6][CH:7]=1.[CH:29]1(B(O)O)[CH2:31][CH2:30]1.C([O-])([O-])=O.[Cs+].[Cs+].